This data is from Forward reaction prediction with 1.9M reactions from USPTO patents (1976-2016). The task is: Predict the product of the given reaction. The product is: [F:26][C:27]1[CH:28]=[C:29]([NH2:42])[CH:30]=[CH:31][C:32]=1[N:33]1[CH2:38][CH2:37][N:36]([CH2:39][CH2:40][F:41])[CH2:35][CH2:34]1.[CH3:1][O:2][C:3]1[CH:4]=[C:5]([C:11]2[N:12]=[C:13]([NH:23][CH2:24][CH3:25])[S:14][C:15]=2[C:16]2[CH:21]=[CH:20][N:19]=[C:18]([NH:42][C:29]3[CH:30]=[CH:31][C:32]([N:33]4[CH2:38][CH2:37][N:36]([CH2:39][CH2:40][F:41])[CH2:35][CH2:34]4)=[C:27]([F:26])[CH:28]=3)[N:17]=2)[CH:6]=[C:7]([O:9][CH3:10])[CH:8]=1. Given the reactants [CH3:1][O:2][C:3]1[CH:4]=[C:5]([C:11]2[N:12]=[C:13]([NH:23][CH2:24][CH3:25])[S:14][C:15]=2[C:16]2[CH:21]=[CH:20][N:19]=[C:18](Cl)[N:17]=2)[CH:6]=[C:7]([O:9][CH3:10])[CH:8]=1.[F:26][C:27]1[CH:28]=[C:29]([NH2:42])[CH:30]=[CH:31][C:32]=1[N:33]1[CH2:38][CH2:37][N:36]([CH2:39][CH2:40][F:41])[CH2:35][CH2:34]1, predict the reaction product.